Dataset: NCI-60 drug combinations with 297,098 pairs across 59 cell lines. Task: Regression. Given two drug SMILES strings and cell line genomic features, predict the synergy score measuring deviation from expected non-interaction effect. (1) Drug 1: CS(=O)(=O)CCNCC1=CC=C(O1)C2=CC3=C(C=C2)N=CN=C3NC4=CC(=C(C=C4)OCC5=CC(=CC=C5)F)Cl. Drug 2: C1C(C(OC1N2C=NC3=C2NC=NCC3O)CO)O. Cell line: IGROV1. Synergy scores: CSS=11.7, Synergy_ZIP=-3.03, Synergy_Bliss=0.402, Synergy_Loewe=-0.0843, Synergy_HSA=0.0283. (2) Drug 1: CC1=C(C=C(C=C1)C(=O)NC2=CC(=CC(=C2)C(F)(F)F)N3C=C(N=C3)C)NC4=NC=CC(=N4)C5=CN=CC=C5. Drug 2: C1CC(=O)NC(=O)C1N2C(=O)C3=CC=CC=C3C2=O. Cell line: TK-10. Synergy scores: CSS=-7.48, Synergy_ZIP=3.51, Synergy_Bliss=-3.06, Synergy_Loewe=-9.06, Synergy_HSA=-9.57.